This data is from Reaction yield outcomes from USPTO patents with 853,638 reactions. The task is: Predict the reaction yield, written as a fraction of the theoretical maximum amount of product (1.0 means a 100% yield; for example, 0.34 means a 34% yield). (1) The yield is 0.175. The reactants are [C:1]([O:4][CH2:5][C@@H:6]([NH:32][C:33]([O:35][CH2:36][C:37]1[CH:42]=[CH:41][CH:40]=[CH:39][CH:38]=1)=[O:34])[C:7]([N:9]1[CH2:13][CH2:12][CH2:11][C@H:10]1[C:14]([N:16]1[CH2:20][CH2:19][CH2:18][C@H:17]1[C:21]([NH:23][C@@H:24]([C@H:29]([OH:31])C)[C:25]([O:27][CH3:28])=[O:26])=[O:22])=[O:15])=[O:8])(=[O:3])[CH3:2].[CH3:43]N1CCOCC1.COC(=O)[C@@H](NC([C@@H]1CCCN1)=O)CO. The catalyst is C(Cl)Cl.CN(C=O)C. The product is [C:1]([O:4][C@@H:5]([CH3:43])[C@@H:6]([NH:32][C:33]([O:35][CH2:36][C:37]1[CH:38]=[CH:39][CH:40]=[CH:41][CH:42]=1)=[O:34])[C:7]([N:9]1[CH2:13][CH2:12][CH2:11][C@H:10]1[C:14]([N:16]1[CH2:20][CH2:19][CH2:18][C@H:17]1[C:21]([NH:23][C@@H:24]([CH2:29][OH:31])[C:25]([O:27][CH3:28])=[O:26])=[O:22])=[O:15])=[O:8])(=[O:3])[CH3:2]. (2) The reactants are [C:1]1([S:7]([NH:10][CH2:11][C@H:12]2[CH2:17][CH2:16][C@H:15]([C:18]([NH:20][C:21]3[CH2:29][C@H:28]4[C@H:23]([CH2:24][CH2:25][C:26]5[CH:33]=[C:32]([O:34]C)[CH:31]=[CH:30][C:27]=54)[N:22]=3)=[O:19])[CH2:14][CH2:13]2)(=[O:9])=[O:8])[CH:6]=[CH:5][CH:4]=[CH:3][CH:2]=1.B(Br)(Br)Br.Cl. The catalyst is ClCCl.CO. The product is [C:1]1([S:7]([NH:10][CH2:11][C@H:12]2[CH2:17][CH2:16][C@H:15]([C:18]([NH:20][C:21]3[CH2:29][C@H:28]4[C@H:23]([CH2:24][CH2:25][C:26]5[CH:33]=[C:32]([OH:34])[CH:31]=[CH:30][C:27]=54)[N:22]=3)=[O:19])[CH2:14][CH2:13]2)(=[O:9])=[O:8])[CH:2]=[CH:3][CH:4]=[CH:5][CH:6]=1. The yield is 0.450. (3) The reactants are O1[C:5]2([CH2:15][CH2:14][C:8]3([CH2:12][C:11](=[O:13])[NH:10][CH2:9]3)[CH2:7][CH2:6]2)[O:4]CC1.O.C1(C)C=CC(S([O-])(=O)=O)=CC=1.[NH+]1C=CC=CC=1. The catalyst is CC(C)=O. The product is [CH2:9]1[C:8]2([CH2:7][CH2:6][C:5](=[O:4])[CH2:15][CH2:14]2)[CH2:12][C:11](=[O:13])[NH:10]1. The yield is 0.580.